The task is: Predict the reactants needed to synthesize the given product.. This data is from Full USPTO retrosynthesis dataset with 1.9M reactions from patents (1976-2016). Given the product [NH2:1][C:2]1[N:10]=[C:9]2[C:5]([NH:6][C:7](=[O:17])[N:8]2[CH:11]2[CH2:16][CH2:15][O:14][CH2:13][CH2:12]2)=[C:4]([C:22]2[CH:23]=[CH:24][N:19]=[CH:20][CH:21]=2)[N:3]=1, predict the reactants needed to synthesize it. The reactants are: [NH2:1][C:2]1[N:10]=[C:9]2[C:5]([NH:6][C:7](=[O:17])[N:8]2[CH:11]2[CH2:16][CH2:15][O:14][CH2:13][CH2:12]2)=[C:4](Cl)[N:3]=1.[N:19]1[CH:24]=[CH:23][C:22](B(O)O)=[CH:21][CH:20]=1.[O-]P([O-])([O-])=O.[K+].[K+].[K+].C(O)(C(F)(F)F)=O.